From a dataset of Forward reaction prediction with 1.9M reactions from USPTO patents (1976-2016). Predict the product of the given reaction. (1) The product is: [CH3:21][O:20][C:7]1[C:8]2[C:9]3[CH:17]=[C:13]4[O:14][CH2:15][O:16][C:12]4=[CH:11][C:10]=3[CH2:18][O:1][CH2:2][C:3]=2[CH:4]=[C:5]([O:24][CH3:25])[C:6]=1[O:22][CH3:23]. Given the reactants [OH:1][CH2:2][C:3]1[C:8]([C:9]2[C:10]([CH2:18]O)=[CH:11][C:12]3[O:16][CH2:15][O:14][C:13]=3[CH:17]=2)=[C:7]([O:20][CH3:21])[C:6]([O:22][CH3:23])=[C:5]([O:24][CH3:25])[CH:4]=1.O.C(OCC)(=O)C, predict the reaction product. (2) The product is: [CH2:12]([O:11][CH2:10][C@@H:9]([NH:7][CH3:6])[C:19]([N:20]([CH3:33])[C@@H:21]([C:29](=[O:32])[NH:30][CH3:31])[CH2:22][C:23]1[CH:24]=[CH:25][CH:26]=[CH:27][CH:28]=1)=[O:34])[C:13]1[CH:14]=[CH:15][CH:16]=[CH:17][CH:18]=1. Given the reactants C(O[C:6](=O)[N:7]([C@@H:9]([C:19](=[O:34])[N:20]([CH3:33])[C@@H:21]([C:29](=[O:32])[NH:30][CH3:31])[CH2:22][C:23]1[CH:28]=[CH:27][CH:26]=[CH:25][CH:24]=1)[CH2:10][O:11][CH2:12][C:13]1[CH:18]=[CH:17][CH:16]=[CH:15][CH:14]=1)C)(C)(C)C.FC(F)(F)C(O)=O.C(=O)([O-])O.[Na+].C(=O)([O-])[O-].[Na+].[Na+].C(=O)([O-])O.[Na+], predict the reaction product. (3) Given the reactants Cl[C:2]1[C:3]2[CH:17]=[CH:16][N:15]=[CH:14][C:4]=2[N:5]=[C:6]([C:8]2[CH:13]=[CH:12][N:11]=[CH:10][CH:9]=2)[N:7]=1.[NH:18]1[CH2:23][CH2:22][NH:21][CH2:20][CH2:19]1, predict the reaction product. The product is: [N:11]1[CH:12]=[CH:13][C:8]([C:6]2[N:7]=[C:2]([N:18]3[CH2:23][CH2:22][NH:21][CH2:20][CH2:19]3)[C:3]3[CH:17]=[CH:16][N:15]=[CH:14][C:4]=3[N:5]=2)=[CH:9][CH:10]=1. (4) Given the reactants [N+:1]([C:4]1[CH:9]=[CH:8][C:7]([C:10]2([C:13]#[N:14])[CH2:12][CH2:11]2)=[CH:6][CH:5]=1)([O-:3])=[O:2].B.C1COCC1, predict the reaction product. The product is: [N+:1]([C:4]1[CH:5]=[CH:6][C:7]([C:10]2([CH2:13][NH2:14])[CH2:11][CH2:12]2)=[CH:8][CH:9]=1)([O-:3])=[O:2]. (5) Given the reactants CCN=C=NCCCN(C)C.C1C=CC2N(O)N=NC=2C=1.[CH3:22][S:23]([C:26]1[CH:31]=[CH:30][C:29]([CH:32]([CH2:36][CH:37]2[CH2:42][CH2:41][O:40][CH2:39][CH2:38]2)[C:33]([OH:35])=O)=[CH:28][CH:27]=1)(=[O:25])=[O:24].[S:43]1[CH:47]=[CH:46][N:45]=[C:44]1[NH2:48], predict the reaction product. The product is: [CH3:22][S:23]([C:26]1[CH:27]=[CH:28][C:29]([CH:32]([CH2:36][CH:37]2[CH2:42][CH2:41][O:40][CH2:39][CH2:38]2)[C:33]([NH:48][C:44]2[S:43][CH:47]=[CH:46][N:45]=2)=[O:35])=[CH:30][CH:31]=1)(=[O:24])=[O:25]. (6) Given the reactants [NH2:1][C:2]1[CH:10]=[CH:9][C:5]([C:6]([OH:8])=O)=[CH:4][C:3]=1[O:11][CH3:12].[NH:13]1[CH2:17][CH2:16][CH2:15][CH2:14]1.O.OC1C2N=NNC=2C=CC=1.C(N=C=NCCCN(C)C)C.C(N(CC)CC)C, predict the reaction product. The product is: [NH2:1][C:2]1[CH:10]=[CH:9][C:5]([C:6]([N:13]2[CH2:17][CH2:16][CH2:15][CH2:14]2)=[O:8])=[CH:4][C:3]=1[O:11][CH3:12].